This data is from HIV replication inhibition screening data with 41,000+ compounds from the AIDS Antiviral Screen. The task is: Binary Classification. Given a drug SMILES string, predict its activity (active/inactive) in a high-throughput screening assay against a specified biological target. (1) The compound is CCOC(=O)C(=Cc1ccc(N(C)C)cc1)C(C)=O. The result is 0 (inactive). (2) The drug is Cc1cccc2c1C(=O)OC2(c1cccc2ccccc12)c1cccc2ccccc12. The result is 0 (inactive). (3) The drug is O=NC1C2C=CC(C2)C1Cl. The result is 0 (inactive). (4) The molecule is Cc1cc(O)nc(NNC(C#N)c2ccccc2O)n1. The result is 0 (inactive). (5) The result is 1 (active). The drug is Cc1ccc(-c2n[nH]c(=O)n2N2C(=O)C=CC2=O)cc1. (6) The molecule is Cc1nc2cccc([N+](=O)[O-])c2c(NCCCN(C)C)c1C.Cl. The result is 0 (inactive). (7) The molecule is CC1=NC(=Cc2ccc(O)cc2)C(=O)N1n1c(-c2ccccc2)nc2ccccc2c1=O. The result is 0 (inactive).